Task: Regression. Given a peptide amino acid sequence and an MHC pseudo amino acid sequence, predict their binding affinity value. This is MHC class I binding data.. Dataset: Peptide-MHC class I binding affinity with 185,985 pairs from IEDB/IMGT (1) The peptide sequence is GDVELLGTT. The MHC is HLA-B40:02 with pseudo-sequence HLA-B40:02. The binding affinity (normalized) is 0.197. (2) The peptide sequence is GRYNLISPK. The MHC is HLA-B46:01 with pseudo-sequence HLA-B46:01. The binding affinity (normalized) is 0.0847. (3) The peptide sequence is ATFRLECPY. The MHC is HLA-B40:01 with pseudo-sequence HLA-B40:01. The binding affinity (normalized) is 0.0847. (4) The peptide sequence is AVRQKSRWI. The MHC is HLA-B18:01 with pseudo-sequence HLA-B18:01. The binding affinity (normalized) is 0.140. (5) The peptide sequence is RTVEEINREAV. The MHC is Mamu-A01 with pseudo-sequence Mamu-A01. The binding affinity (normalized) is 0. (6) The peptide sequence is QSIENMEKI. The MHC is H-2-Db with pseudo-sequence H-2-Db. The binding affinity (normalized) is 0.936. (7) The peptide sequence is RCNKSETDRW. The MHC is Mamu-B17 with pseudo-sequence Mamu-B17. The binding affinity (normalized) is 0.278.